Regression. Given two drug SMILES strings and cell line genomic features, predict the synergy score measuring deviation from expected non-interaction effect. From a dataset of NCI-60 drug combinations with 297,098 pairs across 59 cell lines. (1) Drug 1: C1=NC2=C(N=C(N=C2N1C3C(C(C(O3)CO)O)F)Cl)N. Drug 2: COC1=C2C(=CC3=C1OC=C3)C=CC(=O)O2. Cell line: HS 578T. Synergy scores: CSS=-0.939, Synergy_ZIP=1.12, Synergy_Bliss=0.0416, Synergy_Loewe=-5.28, Synergy_HSA=-3.12. (2) Drug 1: CN1C(=O)N2C=NC(=C2N=N1)C(=O)N. Drug 2: C1=CC(=C(C=C1I)F)NC2=C(C=CC(=C2F)F)C(=O)NOCC(CO)O. Cell line: OVCAR3. Synergy scores: CSS=13.1, Synergy_ZIP=2.45, Synergy_Bliss=7.29, Synergy_Loewe=-3.63, Synergy_HSA=3.13. (3) Drug 1: CC12CCC(CC1=CCC3C2CCC4(C3CC=C4C5=CN=CC=C5)C)O. Drug 2: C(CN)CNCCSP(=O)(O)O. Cell line: CCRF-CEM. Synergy scores: CSS=21.0, Synergy_ZIP=3.27, Synergy_Bliss=0.102, Synergy_Loewe=-2.23, Synergy_HSA=0.350. (4) Drug 1: C1=NC2=C(N=C(N=C2N1C3C(C(C(O3)CO)O)F)Cl)N. Drug 2: C#CCC(CC1=CN=C2C(=N1)C(=NC(=N2)N)N)C3=CC=C(C=C3)C(=O)NC(CCC(=O)O)C(=O)O. Cell line: LOX IMVI. Synergy scores: CSS=72.1, Synergy_ZIP=5.35, Synergy_Bliss=1.69, Synergy_Loewe=-0.656, Synergy_HSA=0.851. (5) Drug 1: C1=CC=C(C=C1)NC(=O)CCCCCCC(=O)NO. Drug 2: CS(=O)(=O)CCNCC1=CC=C(O1)C2=CC3=C(C=C2)N=CN=C3NC4=CC(=C(C=C4)OCC5=CC(=CC=C5)F)Cl. Cell line: CAKI-1. Synergy scores: CSS=40.0, Synergy_ZIP=-4.08, Synergy_Bliss=-9.01, Synergy_Loewe=-20.8, Synergy_HSA=-9.85. (6) Drug 1: CC(C)NC(=O)C1=CC=C(C=C1)CNNC.Cl. Drug 2: CC1=C(C(=O)C2=C(C1=O)N3CC4C(C3(C2COC(=O)N)OC)N4)N. Cell line: SNB-75. Synergy scores: CSS=7.21, Synergy_ZIP=-3.31, Synergy_Bliss=-5.98, Synergy_Loewe=-30.8, Synergy_HSA=-5.91. (7) Drug 2: CCC1(CC2CC(C3=C(CCN(C2)C1)C4=CC=CC=C4N3)(C5=C(C=C6C(=C5)C78CCN9C7C(C=CC9)(C(C(C8N6C=O)(C(=O)OC)O)OC(=O)C)CC)OC)C(=O)OC)O.OS(=O)(=O)O. Synergy scores: CSS=6.48, Synergy_ZIP=1.60, Synergy_Bliss=-0.476, Synergy_Loewe=-43.7, Synergy_HSA=-5.12. Drug 1: C1=CC(=CC=C1CC(C(=O)O)N)N(CCCl)CCCl.Cl. Cell line: EKVX. (8) Drug 1: C1CCC(C1)C(CC#N)N2C=C(C=N2)C3=C4C=CNC4=NC=N3. Drug 2: COC1=C2C(=CC3=C1OC=C3)C=CC(=O)O2. Cell line: SR. Synergy scores: CSS=55.0, Synergy_ZIP=1.55, Synergy_Bliss=3.27, Synergy_Loewe=-13.5, Synergy_HSA=0.849. (9) Drug 1: COC1=CC(=CC(=C1O)OC)C2C3C(COC3=O)C(C4=CC5=C(C=C24)OCO5)OC6C(C(C7C(O6)COC(O7)C8=CC=CS8)O)O. Drug 2: C(CN)CNCCSP(=O)(O)O. Cell line: UACC-257. Synergy scores: CSS=18.1, Synergy_ZIP=-6.35, Synergy_Bliss=-1.16, Synergy_Loewe=-27.6, Synergy_HSA=0.0221. (10) Drug 1: C1C(C(OC1N2C=C(C(=O)NC2=O)F)CO)O. Drug 2: C1CCC(C(C1)N)N.C(=O)(C(=O)[O-])[O-].[Pt+4]. Cell line: HOP-92. Synergy scores: CSS=24.6, Synergy_ZIP=-4.72, Synergy_Bliss=1.94, Synergy_Loewe=5.62, Synergy_HSA=6.20.